This data is from Catalyst prediction with 721,799 reactions and 888 catalyst types from USPTO. The task is: Predict which catalyst facilitates the given reaction. (1) The catalyst class is: 12. Reactant: [OH:1][C@H:2]([C:20]1[CH:29]=[CH:28][C:23]2[C:24](=[O:27])[O:25][CH2:26][C:22]=2[C:21]=1[CH3:30])[CH2:3][N:4]1[CH2:9][CH2:8][CH:7]([CH2:10][N:11](C)[C:12](=O)OC(C)(C)C)[CH2:6][CH2:5]1.Cl. Product: [OH:1][C@H:2]([C:20]1[CH:29]=[CH:28][C:23]2[C:24](=[O:27])[O:25][CH2:26][C:22]=2[C:21]=1[CH3:30])[CH2:3][N:4]1[CH2:9][CH2:8][CH:7]([CH2:10][NH:11][CH3:12])[CH2:6][CH2:5]1. (2) Reactant: [NH2:1][C:2]1[C:10]([CH3:11])=[CH:9][C:8]([CH:12]=O)=[CH:7][C:3]=1[C:4]([OH:6])=[O:5].Cl.[NH2:15][NH:16][C:17]([NH2:19])=[O:18].C(O)(=O)C. Product: [NH2:1][C:2]1[C:10]([CH3:11])=[CH:9][C:8](/[CH:12]=[N:15]/[NH:16][C:17](=[O:18])[NH2:19])=[CH:7][C:3]=1[C:4]([OH:6])=[O:5]. The catalyst class is: 8. (3) Reactant: O[CH2:2][C@@H:3]([NH:15][C:16](=[O:22])[O:17][C:18]([CH3:21])([CH3:20])[CH3:19])[CH2:4][C:5]1[CH:10]=[CH:9][CH:8]=[CH:7][C:6]=1[C:11]([F:14])([F:13])[F:12].C1(P(C2C=CC=CC=2)C2C=CC=CC=2)C=CC=CC=1.[C:42]1(=[O:52])[NH:46][C:45](=[O:47])[C:44]2=[CH:48][CH:49]=[CH:50][CH:51]=[C:43]12.N(C(OCC)=O)=NC(OCC)=O. Product: [O:47]=[C:45]1[C:44]2[C:43](=[CH:51][CH:50]=[CH:49][CH:48]=2)[C:42](=[O:52])[N:46]1[CH2:2][C@@H:3]([NH:15][C:16](=[O:22])[O:17][C:18]([CH3:21])([CH3:20])[CH3:19])[CH2:4][C:5]1[CH:10]=[CH:9][CH:8]=[CH:7][C:6]=1[C:11]([F:14])([F:13])[F:12]. The catalyst class is: 1. (4) Reactant: [CH2:1]([O:3][C:4]1[CH:9]=[CH:8][N:7]=[CH:6][C:5]=1[NH:10][C:11]1[S:12][CH:13]=[C:14]([C:16]2[CH:21]=[CH:20][C:19]([C:22]3[CH2:23][CH2:24][NH:25][CH2:26][CH:27]=3)=[CH:18][CH:17]=2)[N:15]=1)[CH3:2].[C:28](O)(C(F)(F)F)=O.C=O.O.[BH3-]C#N.[Na+]. Product: [CH2:1]([O:3][C:4]1[CH:9]=[CH:8][N:7]=[CH:6][C:5]=1[NH:10][C:11]1[S:12][CH:13]=[C:14]([C:16]2[CH:21]=[CH:20][C:19]([C:22]3[CH2:23][CH2:24][N:25]([CH3:28])[CH2:26][CH:27]=3)=[CH:18][CH:17]=2)[N:15]=1)[CH3:2]. The catalyst class is: 5. (5) Reactant: [CH2:1]([N:3]1[CH2:8][CH2:7][CH:6]([C:9]2[C:10](F)=[C:11]([C:15](=[O:17])[CH3:16])[CH:12]=[CH:13][CH:14]=2)[CH2:5][CH2:4]1)[CH3:2].C([OH:23])C#CC.[K].CC(C)([O-])C. Product: [CH2:1]([N:3]1[CH2:8][CH2:7][CH:6]([C:9]2[C:10]([OH:23])=[C:11]([C:15](=[O:17])[CH3:16])[CH:12]=[CH:13][CH:14]=2)[CH2:5][CH2:4]1)[CH3:2]. The catalyst class is: 16. (6) Reactant: [F:1][C:2]1[CH:7]=[CH:6][C:5]([C:8]2[N:9]=[C:10]([CH3:13])[NH:11][CH:12]=2)=[CH:4][C:3]=1[CH3:14].[Br:15]N1C(=O)CCC1=O. Product: [Br:15][C:12]1[NH:11][C:10]([CH3:13])=[N:9][C:8]=1[C:5]1[CH:6]=[CH:7][C:2]([F:1])=[C:3]([CH3:14])[CH:4]=1. The catalyst class is: 10. (7) Product: [CH:63]([N:65]([C:8](=[O:10])[C:7]1[CH:11]=[C:3]([C:1]#[N:2])[CH:4]=[CH:5][C:6]=1[CH:12]1[C:17]2[C:18](=[O:21])[CH2:19][CH2:20][C:16]=2[N:15]([C:22]2[CH:27]=[CH:26][N:36]=[C:24]([C:28]([F:30])([F:31])[F:29])[CH:23]=2)[C:14](=[O:32])[N:13]1[CH3:33])[NH2:66])=[O:64]. The catalyst class is: 9. Reactant: [C:1]([C:3]1[CH:4]=[CH:5][C:6]([CH:12]2[C:17]3[C:18](=[O:21])[CH2:19][CH2:20][C:16]=3[N:15]([C:22]3[CH:27]=[CH:26]C=[C:24]([C:28]([F:31])([F:30])[F:29])[CH:23]=3)[C:14](=[O:32])[N:13]2[CH3:33])=[C:7]([CH:11]=1)[C:8]([OH:10])=O)#[N:2].C([N:36](CC)CC)C.F[B-](F)(F)F.C[N+](C)=C(N(C)C)ON1C2C=CC=CC=2N=N1.[CH:63]([NH:65][NH2:66])=[O:64].